Dataset: Forward reaction prediction with 1.9M reactions from USPTO patents (1976-2016). Task: Predict the product of the given reaction. (1) Given the reactants C([O:4][CH2:5][C:6]([C@H:9]1[C@@H:13]2[C@@H:14]3[C@@:27]([CH3:30])([CH2:28][CH2:29][C@@:12]2([NH:45][CH2:46][CH2:47][N:48]2[CH2:53][CH2:52][S:51](=[O:55])(=[O:54])[CH2:50][CH2:49]2)[CH2:11][CH2:10]1)[C@@:26]1([CH3:31])[C@@H:17]([C@:18]2([CH3:44])[C@@H:23]([CH2:24][CH2:25]1)[C:22]([CH3:33])([CH3:32])[C:21]([C:34]1[CH:43]=[CH:42][C:37]([C:38]([O:40]C)=[O:39])=[CH:36][CH:35]=1)=[CH:20][CH2:19]2)[CH2:16][CH2:15]3)([OH:8])[CH3:7])(=O)C.[C:56]([O:59][CH2:60][C:61]([C@H:64]1[C@@H:68]2[C@@H:69]3[C@@:82]([CH3:85])([CH2:83][CH2:84][C@@:67]2([NH2:100])[CH2:66][CH2:65]1)[C@@:81]1([CH3:86])[C@@H:72]([C@:73]2([CH3:99])[C@@H:78]([CH2:79][CH2:80]1)[C:77]([CH3:88])([CH3:87])[C:76]([C:89]1[CH:98]=[CH:97][C:92]([C:93]([O:95][CH3:96])=[O:94])=[CH:91][CH:90]=1)=[CH:75][CH2:74]2)[CH2:71][CH2:70]3)([OH:63])[CH3:62])(=[O:58])[CH3:57].O.[OH-].[Li+].C(O)(C(F)(F)F)=O, predict the reaction product. The product is: [OH:4][CH2:5][C:6]([C@H:9]1[C@@H:13]2[C@@H:14]3[C@@:27]([CH3:30])([CH2:28][CH2:29][C@@:12]2([NH:45][CH2:46][CH2:47][N:48]2[CH2:53][CH2:52][S:51](=[O:55])(=[O:54])[CH2:50][CH2:49]2)[CH2:11][CH2:10]1)[C@@:26]1([CH3:31])[C@@H:17]([C@:18]2([CH3:44])[C@@H:23]([CH2:24][CH2:25]1)[C:22]([CH3:32])([CH3:33])[C:21]([C:34]1[CH:43]=[CH:42][C:37]([C:38]([OH:40])=[O:39])=[CH:36][CH:35]=1)=[CH:20][CH2:19]2)[CH2:16][CH2:15]3)([OH:8])[CH3:7].[C:56]([O:59][CH2:60][C:61]([C@H:64]1[C@@H:68]2[C@@H:69]3[C@@:82]([CH3:85])([CH2:83][CH2:84][C@@:67]2([NH2:100])[CH2:66][CH2:65]1)[C@@:81]1([CH3:86])[C@@H:72]([C@:73]2([CH3:99])[C@@H:78]([CH2:79][CH2:80]1)[C:77]([CH3:88])([CH3:87])[C:76]([C:89]1[CH:98]=[CH:97][C:92]([C:93]([O:95][CH3:96])=[O:94])=[CH:91][CH:90]=1)=[CH:75][CH2:74]2)[CH2:71][CH2:70]3)([OH:63])[CH3:62])(=[O:58])[CH3:57]. (2) Given the reactants Br[C:2]1[CH:7]=[CH:6][C:5]([O:8][CH2:9][O:10][CH3:11])=[CH:4][CH:3]=1.CCCCCC.[CH2:18]([O:25][C@@H:26]1[C@@H:32]([O:33][CH2:34][C:35]2[CH:40]=[CH:39][CH:38]=[CH:37][CH:36]=2)[C@H:31]([O:41][CH2:42][C:43]2[CH:48]=[CH:47][CH:46]=[CH:45][CH:44]=2)[C@@H:30]([CH2:49][O:50][CH2:51][C:52]2[CH:57]=[CH:56][CH:55]=[CH:54][CH:53]=2)[S:29][C:27]1([C:58]1[CH:63]=[C:62]([CH:64]=[O:65])[C:61]([CH3:66])=[CH:60][C:59]=1[O:67][CH2:68][C:69]1[CH:74]=[CH:73][CH:72]=[CH:71][CH:70]=1)[OH:28])[C:19]1[CH:24]=[CH:23][CH:22]=[CH:21][CH:20]=1.[Cl-].[NH4+], predict the reaction product. The product is: [CH2:18]([O:25][C@@H:26]1[C@@H:32]([O:33][CH2:34][C:35]2[CH:36]=[CH:37][CH:38]=[CH:39][CH:40]=2)[C@H:31]([O:41][CH2:42][C:43]2[CH:48]=[CH:47][CH:46]=[CH:45][CH:44]=2)[C@@H:30]([CH2:49][O:50][CH2:51][C:52]2[CH:53]=[CH:54][CH:55]=[CH:56][CH:57]=2)[S:29][C@:27]1([C:58]1[CH:63]=[C:62]([CH:64]([OH:65])[C:2]2[CH:7]=[CH:6][C:5]([O:8][CH2:9][O:10][CH3:11])=[CH:4][CH:3]=2)[C:61]([CH3:66])=[CH:60][C:59]=1[O:67][CH2:68][C:69]1[CH:70]=[CH:71][CH:72]=[CH:73][CH:74]=1)[OH:28])[C:19]1[CH:24]=[CH:23][CH:22]=[CH:21][CH:20]=1. (3) Given the reactants C(O)(=[O:19])CCCCCCC/C=C\CCCCCCCC.[Fe:21].[C:22]([O-:41])(=[O:40])[CH2:23][CH2:24][CH2:25][CH2:26][CH2:27][CH2:28][CH2:29]/[CH:30]=[CH:31]\[CH2:32][CH2:33][CH2:34][CH2:35][CH2:36][CH2:37][CH2:38][CH3:39].[Na+], predict the reaction product. The product is: [O-2:19].[Fe+2:21].[Fe:21].[C:22]([O-:41])(=[O:40])[CH2:23][CH2:24][CH2:25][CH2:26][CH2:27][CH2:28][CH2:29]/[CH:30]=[CH:31]\[CH2:32][CH2:33][CH2:34][CH2:35][CH2:36][CH2:37][CH2:38][CH3:39]. (4) Given the reactants [Br:1][C:2]1[CH:3]=[CH:4][C:5]([Cl:9])=[N+:6]([O-])[CH:7]=1.C[Si]([C:14]#[N:15])(C)C.C(N(CC)CC)C, predict the reaction product. The product is: [Br:1][C:2]1[C:7]([C:14]#[N:15])=[N:6][C:5]([Cl:9])=[CH:4][CH:3]=1. (5) Given the reactants [Cl:1][C:2]1[CH:11]=[CH:10][C:9]2[C:4](=[CH:5][CH:6]=[C:7]([Cl:26])[C:8]=2[NH:12][C:13](=[O:25])[CH2:14][CH:15]2[CH2:20][CH2:19][CH:18]([C:21]([F:24])([F:23])[F:22])[CH2:17][CH2:16]2)[N:3]=1.[CH3:27][NH:28][CH2:29][CH2:30][CH2:31][NH:32][CH3:33].[ClH:34], predict the reaction product. The product is: [ClH:1].[ClH:34].[Cl:26][C:7]1[C:8]([NH:12][C:13](=[O:25])[CH2:14][CH:15]2[CH2:20][CH2:19][CH:18]([C:21]([F:24])([F:23])[F:22])[CH2:17][CH2:16]2)=[C:9]2[C:4](=[CH:5][CH:6]=1)[N:3]=[C:2]([N:28]([CH3:27])[CH2:29][CH2:30][CH2:31][NH:32][CH3:33])[CH:11]=[CH:10]2. (6) Given the reactants F[C:2]1[C:7](=[O:8])[N:6]([CH3:9])[C:5]([C:10]#[N:11])=[CH:4][CH:3]=1.Cl.[NH2:13][C@H:14]([C:16]1[C:17](=[O:27])[NH:18][C:19]2[C:24]([CH:25]=1)=[CH:23][C:22]([Cl:26])=[CH:21][CH:20]=2)[CH3:15].C(N(CC)C(C)C)(C)C, predict the reaction product. The product is: [Cl:26][C:22]1[CH:23]=[C:24]2[C:19](=[CH:20][CH:21]=1)[NH:18][C:17](=[O:27])[C:16]([C@@H:14]([NH:13][C:2]1[C:7](=[O:8])[N:6]([CH3:9])[C:5]([C:10]#[N:11])=[CH:4][CH:3]=1)[CH3:15])=[CH:25]2.